Predict which catalyst facilitates the given reaction. From a dataset of Catalyst prediction with 721,799 reactions and 888 catalyst types from USPTO. (1) Reactant: [CH2:1]([O:3][C:4]1[CH:5]=[C:6]([CH:26]=[C:27]([O:30][CH2:31][CH3:32])[C:28]=1[F:29])[CH2:7][N:8]1[CH2:13][CH2:12][CH:11]([NH:14][C:15]2[O:16][C:17]3[CH:23]=[CH:22][C:21]([C:24]#[N:25])=[CH:20][C:18]=3[N:19]=2)[CH2:10][CH2:9]1)[CH3:2].Cl.C(=O)([O-])[O-].[K+].[K+]. Product: [NH2:25][CH2:24][C:21]1[CH:22]=[CH:23][C:17]2[O:16][C:15]([NH:14][CH:11]3[CH2:10][CH2:9][N:8]([CH2:7][C:6]4[CH:26]=[C:27]([O:30][CH2:31][CH3:32])[C:28]([F:29])=[C:4]([O:3][CH2:1][CH3:2])[CH:5]=4)[CH2:13][CH2:12]3)=[N:19][C:18]=2[CH:20]=1. The catalyst class is: 1. (2) Reactant: [CH2:1]([C:5]1[CH:6]=[C:7]2[C:12](=[C:13]([O:15][C@@H:16]3[CH2:20][CH2:19][N:18](C(OC(C)(C)C)=O)[CH2:17]3)[CH:14]=1)[N:11]=[CH:10][CH:9]=[CH:8]2)[CH2:2][CH2:3][CH3:4].Cl. Product: [CH2:1]([C:5]1[CH:6]=[C:7]2[C:12](=[C:13]([O:15][C@@H:16]3[CH2:20][CH2:19][NH:18][CH2:17]3)[CH:14]=1)[N:11]=[CH:10][CH:9]=[CH:8]2)[CH2:2][CH2:3][CH3:4]. The catalyst class is: 12. (3) Reactant: [CH2:1]([N:8]1[C:16]([C:17]2[CH:18]=[C:19]([CH:22]=[CH:23][CH:24]=2)[CH:20]=[O:21])=[C:15]2[C:10]([C:11]([C:25]([F:28])([F:27])[F:26])=[CH:12][CH:13]=[CH:14]2)=[N:9]1)[C:2]1[CH:7]=[CH:6][CH:5]=[CH:4][CH:3]=1.[BH4-].[Na+].[NH4+].[Cl-].ClCCl. Product: [CH2:1]([N:8]1[C:16]([C:17]2[CH:18]=[C:19]([CH2:20][OH:21])[CH:22]=[CH:23][CH:24]=2)=[C:15]2[C:10]([C:11]([C:25]([F:27])([F:28])[F:26])=[CH:12][CH:13]=[CH:14]2)=[N:9]1)[C:2]1[CH:7]=[CH:6][CH:5]=[CH:4][CH:3]=1. The catalyst class is: 5. (4) Reactant: N(C(OCC)=O)=NC(OCC)=O.[OH:13][C:14]1[CH:15]=[C:16]([CH:33]=[CH:34][CH:35]=1)[O:17][CH:18]1[CH2:23][CH2:22][N:21]([C:24]([O:26][C:27]2[CH:28]=[N:29][CH:30]=[CH:31][CH:32]=2)=[O:25])[CH2:20][CH2:19]1.[CH:36]1([CH2:42]O)[CH2:41][CH2:40][CH2:39][CH2:38][CH2:37]1.C1(P(C2C=CC=CC=2)C2C=CC=CC=2)C=CC=CC=1.C(Cl)(Cl)[Cl:64]. Product: [ClH:64].[CH:36]1([CH2:42][O:13][C:14]2[CH:15]=[C:16]([CH:33]=[CH:34][CH:35]=2)[O:17][CH:18]2[CH2:19][CH2:20][N:21]([C:24]([O:26][C:27]3[CH:28]=[N:29][CH:30]=[CH:31][CH:32]=3)=[O:25])[CH2:22][CH2:23]2)[CH2:41][CH2:40][CH2:39][CH2:38][CH2:37]1. The catalyst class is: 1. (5) Reactant: P(Cl)(Cl)(Cl)(Cl)Cl.S[C:8]1[O:9][C:10]2[CH:16]=[C:15]([CH3:17])[CH:14]=[CH:13][C:11]=2[N:12]=1.[CH3:18][N:19]1[CH2:24][CH2:23][NH:22][CH2:21][CH2:20]1. Product: [CH3:18][N:19]1[CH2:24][CH2:23][N:22]([C:8]2[O:9][C:10]3[CH:16]=[C:15]([CH3:17])[CH:14]=[CH:13][C:11]=3[N:12]=2)[CH2:21][CH2:20]1. The catalyst class is: 11. (6) Reactant: [Cl:1][C:2]1[CH:7]=[CH:6][C:5]([S:8]([N:11]([CH2:20][C:21]2[CH:26]=[CH:25][C:24]([C:27]3[N:31]=[C:30]([CH2:32][O:33]C(=O)C)[O:29][N:28]=3)=[CH:23][CH:22]=2)[CH:12]2[CH2:18][CH2:17][CH2:16][CH2:15][NH:14][C:13]2=[O:19])(=[O:10])=[O:9])=[CH:4][CH:3]=1.[OH-].[Na+].O.Cl. Product: [Cl:1][C:2]1[CH:3]=[CH:4][C:5]([S:8]([N:11]([CH2:20][C:21]2[CH:26]=[CH:25][C:24]([C:27]3[N:31]=[C:30]([CH2:32][OH:33])[O:29][N:28]=3)=[CH:23][CH:22]=2)[CH:12]2[CH2:18][CH2:17][CH2:16][CH2:15][NH:14][C:13]2=[O:19])(=[O:9])=[O:10])=[CH:6][CH:7]=1. The catalyst class is: 7. (7) Reactant: [F:1][CH:2]([P:11](=[O:18])([O:15][CH2:16][CH3:17])[O:12][CH2:13][CH3:14])P(=O)(OCC)OCC.[Li+].CC([N-]C(C)C)C.[NH2:27][C:28]1[C:37]2[N:36]=[CH:35][C:34]([CH2:38][CH2:39][C:40]3[CH:45]=[CH:44][C:43]([O:46][CH3:47])=[CH:42][C:41]=3[CH3:48])=[CH:33][C:32]=2[C:31]2[CH:49]=[CH:50][C:51]([CH:53]=O)=[CH:52][C:30]=2[N:29]=1. Product: [NH2:27][C:28]1[C:37]2[N:36]=[CH:35][C:34]([CH2:38][CH2:39][C:40]3[CH:45]=[CH:44][C:43]([O:46][CH3:47])=[CH:42][C:41]=3[CH3:48])=[CH:33][C:32]=2[C:31]2[CH:49]=[CH:50][C:51](/[CH:53]=[C:2](/[P:11](=[O:18])([O:12][CH2:13][CH3:14])[O:15][CH2:16][CH3:17])\[F:1])=[CH:52][C:30]=2[N:29]=1. The catalyst class is: 1.